From a dataset of Full USPTO retrosynthesis dataset with 1.9M reactions from patents (1976-2016). Predict the reactants needed to synthesize the given product. (1) Given the product [Br:1][C:2]1[CH:3]=[CH:4][C:5]([O:17][C:12]2[CH:13]=[CH:14][C:15]([F:16])=[C:10]([F:9])[CH:11]=2)=[N:6][CH:7]=1, predict the reactants needed to synthesize it. The reactants are: [Br:1][C:2]1[CH:3]=[CH:4][C:5](F)=[N:6][CH:7]=1.[F:9][C:10]1[CH:11]=[C:12]([OH:17])[CH:13]=[CH:14][C:15]=1[F:16].C(=O)([O-])[O-].[K+].[K+].O. (2) Given the product [CH:24]1([N:16]([C@H:17]2[CH2:18][CH2:19][C@H:20]([CH3:23])[CH2:21][CH2:22]2)[C:14](=[O:15])[NH:13][C:11]2[S:12][C:8]([S:7][CH2:5][CH2:6][C:54]([OH:58])=[O:53])=[CH:9][N:10]=2)[CH2:25][CH2:26][CH2:27][CH2:28][CH2:29]1, predict the reactants needed to synthesize it. The reactants are: C(OC(=O)[CH:5]([S:7][C:8]1[S:12][C:11]([NH:13][C:14]([N:16]([CH:24]2[CH2:29][CH2:28][CH2:27][CH2:26][CH2:25]2)[C@H:17]2[CH2:22][CH2:21][C@H:20]([CH3:23])[CH2:19][CH2:18]2)=[O:15])=[N:10][CH:9]=1)[CH3:6])C.C1(N[C@H]2CC[C@H](C)CC2)CCCCC1.NC1SC=NC=1.C([O:53][C:54](=[O:58])C(S)C)C. (3) Given the product [CH2:36]([O:28][C:27](=[O:29])[C:26]1[CH:30]=[CH:31][C:23]([NH:22][C:20]([C:17]2[CH:18]=[C:19]3[C:14]([CH2:13][CH2:12][N:11]3[S:8]([C:6]3[CH:7]=[C:2]([Cl:1])[CH:3]=[CH:4][C:5]=3[O:33][CH3:34])(=[O:10])=[O:9])=[CH:15][CH:16]=2)=[O:21])=[CH:24][C:25]=1[F:32])[CH3:41], predict the reactants needed to synthesize it. The reactants are: [Cl:1][C:2]1[CH:3]=[CH:4][C:5]([O:33][CH3:34])=[C:6]([S:8]([N:11]2[C:19]3[C:14](=[CH:15][CH:16]=[C:17]([C:20]([NH:22][C:23]4[CH:31]=[CH:30][C:26]([C:27]([OH:29])=[O:28])=[C:25]([F:32])[CH:24]=4)=[O:21])[CH:18]=3)[CH2:13][CH2:12]2)(=[O:10])=[O:9])[CH:7]=1.Cl[C:36]1C=CC(OC)=C(S(Cl)(=O)=O)[CH:41]=1. (4) Given the product [CH:5]([C:8]1[CH:13]=[C:12]([CH:14]([CH3:15])[CH3:16])[CH:11]=[C:10]([CH:17]([CH3:19])[CH3:18])[C:9]=1[S:20]([N:1]=[N+:2]=[N-:3])(=[O:22])=[O:21])([CH3:6])[CH3:7], predict the reactants needed to synthesize it. The reactants are: [N-:1]=[N+:2]=[N-:3].[Na+].[CH:5]([C:8]1[CH:13]=[C:12]([CH:14]([CH3:16])[CH3:15])[CH:11]=[C:10]([CH:17]([CH3:19])[CH3:18])[C:9]=1[S:20](Cl)(=[O:22])=[O:21])([CH3:7])[CH3:6]. (5) Given the product [C:17]([C:2]1[CH:3]=[C:4]([CH:8]=[CH:9][C:10]=1[O:11][CH:12]1[CH2:16][CH2:15][CH2:14][CH2:13]1)[C:5]([OH:7])=[O:6])#[N:18], predict the reactants needed to synthesize it. The reactants are: Br[C:2]1[CH:3]=[C:4]([CH:8]=[CH:9][C:10]=1[O:11][CH:12]1[CH2:16][CH2:15][CH2:14][CH2:13]1)[C:5]([OH:7])=[O:6].[C:17]([Cu])#[N:18].Cl. (6) Given the product [CH3:35][C:8]1[CH:7]=[C:4]([C:5]#[N:6])[CH:3]=[C:2]2[C:9]=1[CH:10]=[C:11]([CH2:12][C:13]([OH:34])([CH2:18][C:19]1([CH3:33])[C:28]3[C:23](=[CH:24][CH:25]=[C:26]([S:29]([CH3:32])(=[O:31])=[O:30])[CH:27]=3)[O:22][CH2:21][CH2:20]1)[C:14]([F:17])([F:15])[F:16])[NH:1]2, predict the reactants needed to synthesize it. The reactants are: [NH2:1][C:2]1[CH:3]=[C:4]([CH:7]=[C:8]([CH3:35])[C:9]=1[C:10]#[C:11][CH2:12][C:13]([OH:34])([CH2:18][C:19]1([CH3:33])[C:28]2[C:23](=[CH:24][CH:25]=[C:26]([S:29]([CH3:32])(=[O:31])=[O:30])[CH:27]=2)[O:22][CH2:21][CH2:20]1)[C:14]([F:17])([F:16])[F:15])[C:5]#[N:6].FC(F)(F)C(OC(=O)C(F)(F)F)=O.CN(C)C(=N)N(C)C.Cl. (7) Given the product [CH2:1]([O:3][C:4]([C:6]1([O:14][C:43](=[O:44])[CH2:42][C:35]2[C:34]([CH3:33])=[CH:39][C:38]([CH3:40])=[CH:37][C:36]=2[CH3:41])[CH2:7][CH2:8][N:9]([O:12][CH3:13])[CH2:10][CH2:11]1)=[O:5])[CH3:2], predict the reactants needed to synthesize it. The reactants are: [CH2:1]([O:3][C:4]([C:6]1([OH:14])[CH2:11][CH2:10][N:9]([O:12][CH3:13])[CH2:8][CH2:7]1)=[O:5])[CH3:2].CN(C)C1C=CN=CC=1.CN(C1C=CN=CC=1)C.[CH3:33][C:34]1[CH:39]=[C:38]([CH3:40])[CH:37]=[C:36]([CH3:41])[C:35]=1[CH2:42][C:43](Cl)=[O:44]. (8) Given the product [NH2:7][CH:8]1[CH2:9][CH2:10][N:11]([C:14]2[CH:15]=[C:16]([C:27]([NH2:28])=[O:29])[CH:17]=[C:18]([C:20]3[CH:25]=[CH:24][N:23]=[C:22]([NH:37][CH:31]4[CH2:36][CH2:35][CH2:34][CH2:33][CH2:32]4)[CH:21]=3)[N:19]=2)[CH2:12][CH2:13]1, predict the reactants needed to synthesize it. The reactants are: C(OC(=O)[NH:7][CH:8]1[CH2:13][CH2:12][N:11]([C:14]2[N:19]=[C:18]([C:20]3[CH:25]=[CH:24][N:23]=[C:22](F)[CH:21]=3)[CH:17]=[C:16]([C:27](=[O:29])[NH2:28])[CH:15]=2)[CH2:10][CH2:9]1)(C)(C)C.[CH:31]1([NH2:37])[CH2:36][CH2:35][CH2:34][CH2:33][CH2:32]1. (9) Given the product [C:1]([O:5][C:6](=[O:7])[NH:8][CH2:9][CH2:10][NH:11][C:12](=[O:13])[C:14]1[CH:15]=[CH:16][C:17]([CH2:20][OH:21])=[N:18][CH:19]=1)([CH3:4])([CH3:2])[CH3:3], predict the reactants needed to synthesize it. The reactants are: [C:1]([O:5][C:6]([NH:8][CH2:9][CH2:10][NH:11][C:12]([C:14]1[CH:15]=[CH:16][C:17]([C:20](OC)=[O:21])=[N:18][CH:19]=1)=[O:13])=[O:7])([CH3:4])([CH3:3])[CH3:2].[BH4-].[Na+].C1COCC1.C([O-])([O-])=O.[Na+].[Na+].